Dataset: Forward reaction prediction with 1.9M reactions from USPTO patents (1976-2016). Task: Predict the product of the given reaction. (1) Given the reactants [CH2:1]([O:3][C:4](=[O:22])[CH2:5][C:6]1[NH:11][C:10]2[S:12][CH:13]=[C:14]([C:15]3[CH:20]=[CH:19][CH:18]=[CH:17][CH:16]=3)[C:9]=2[C:8](=[O:21])[CH:7]=1)[CH3:2].N1C=CC=CC=1.[F:29][C:30]([F:43])([F:42])[S:31](O[S:31]([C:30]([F:43])([F:42])[F:29])(=[O:33])=[O:32])(=[O:33])=[O:32], predict the reaction product. The product is: [CH2:1]([O:3][C:4](=[O:22])[CH2:5][C:6]1[N:11]=[C:10]2[S:12][CH:13]=[C:14]([C:15]3[CH:16]=[CH:17][CH:18]=[CH:19][CH:20]=3)[C:9]2=[C:8]([O:21][S:31]([C:30]([F:43])([F:42])[F:29])(=[O:33])=[O:32])[CH:7]=1)[CH3:2]. (2) Given the reactants [I:1][C:2]1[CH:3]=[C:4]([CH:9]=[CH:10][CH:11]=1)[C:5]([NH:7][NH2:8])=[O:6].[CH3:12][O:13][C:14]1[CH:15]=[C:16]([CH:20]=[CH:21][CH:22]=1)[C:17](Cl)=[O:18].N1C=CC=CC=1.O, predict the reaction product. The product is: [I:1][C:2]1[CH:3]=[C:4]([CH:9]=[CH:10][CH:11]=1)[C:5]([NH:7][NH:8][C:17](=[O:18])[C:16]1[CH:20]=[CH:21][CH:22]=[C:14]([O:13][CH3:12])[CH:15]=1)=[O:6]. (3) Given the reactants [CH:1]1([C:4](Cl)=[O:5])[CH2:3][CH2:2]1.N[C:8]1[S:9][C:10]2[CH:16]=[C:15]([S:17][C:18]#[N:19])[CH:14]=[CH:13][C:11]=2[N:12]=1.[N:20]1C=CC=CC=1, predict the reaction product. The product is: [S:17]([C:15]1[CH:14]=[CH:13][C:11]2[N:12]=[C:8]([C:1]3([C:4]([NH2:20])=[O:5])[CH2:3][CH2:2]3)[S:9][C:10]=2[CH:16]=1)[C:18]#[N:19]. (4) The product is: [Si:22]([O:21][C@@H:14]1[C:15]2[C:20](=[CH:19][CH:18]=[CH:17][CH:16]=2)[NH:11][CH2:12][CH2:13]1)([C:25]([CH3:28])([CH3:27])[CH3:26])([CH3:24])[CH3:23]. Given the reactants C(OC([N:11]1[C:20]2[C:15](=[CH:16][CH:17]=[CH:18][CH:19]=2)[C@@H:14]([O:21][Si:22]([C:25]([CH3:28])([CH3:27])[CH3:26])([CH3:24])[CH3:23])[CH2:13][CH2:12]1)=O)C1C=CC=CC=1, predict the reaction product. (5) Given the reactants [C:1]([O:5][C:6](=[O:23])[NH:7][CH:8]([C:15]1[CH:20]=[CH:19][C:18]([Cl:21])=[C:17]([Cl:22])[CH:16]=1)[C:9](=[O:14])N(OC)C)([CH3:4])([CH3:3])[CH3:2].[Br:24][C:25]1[CH:30]=[CH:29][C:28](I)=[CH:27][C:26]=1[O:32][CH3:33], predict the reaction product. The product is: [C:1]([O:5][C:6](=[O:23])[NH:7][CH:8]([C:15]1[CH:20]=[CH:19][C:18]([Cl:21])=[C:17]([Cl:22])[CH:16]=1)[C:9]([C:28]1[CH:29]=[CH:30][C:25]([Br:24])=[C:26]([O:32][CH3:33])[CH:27]=1)=[O:14])([CH3:2])([CH3:3])[CH3:4]. (6) Given the reactants [CH3:1][C:2]1([CH3:14])[C:6]([CH3:8])([CH3:7])[O:5][B:4]([C:9]2[CH:10]=[N:11][NH:12][CH:13]=2)[O:3]1.Br[CH2:16][CH2:17][C:18]#[N:19].C(=O)([O-])[O-].[Cs+].[Cs+], predict the reaction product. The product is: [CH3:1][C:2]1([CH3:14])[C:6]([CH3:7])([CH3:8])[O:5][B:4]([C:9]2[CH:13]=[N:12][N:11]([CH2:16][CH2:17][C:18]#[N:19])[CH:10]=2)[O:3]1. (7) Given the reactants Cl.Cl.[Cl:3][C:4]1[CH:5]=[C:6]([N:10]2[C:25](=[O:26])[C:14]3[CH:15]=[N:16][C:17]4[C:18]([O:23][CH3:24])=[CH:19][CH:20]=[CH:21][C:22]=4[C:13]=3[N:12]([C@@H:27]3[CH2:31][CH2:30][NH:29][CH2:28]3)[C:11]2=[O:32])[CH:7]=[CH:8][CH:9]=1.[CH3:33][S:34](Cl)(=[O:36])=[O:35], predict the reaction product. The product is: [Cl:3][C:4]1[CH:5]=[C:6]([N:10]2[C:25](=[O:26])[C:14]3[CH:15]=[N:16][C:17]4[C:18]([O:23][CH3:24])=[CH:19][CH:20]=[CH:21][C:22]=4[C:13]=3[N:12]([C@@H:27]3[CH2:31][CH2:30][N:29]([S:34]([CH3:33])(=[O:36])=[O:35])[CH2:28]3)[C:11]2=[O:32])[CH:7]=[CH:8][CH:9]=1. (8) Given the reactants [Cl:1][C:2]1[CH:11]=[C:10]2[C:5]([CH2:6][CH2:7][CH2:8][N:9]2[C:12]2[C:16]3[CH2:17][N:18](C(OC(C)(C)C)=O)[CH2:19][CH2:20][C:15]=3[N:14]([CH:28]3[CH2:33][CH2:32][O:31][CH2:30][CH2:29]3)[N:13]=2)=[CH:4][C:3]=1[C:34]1[CH:35]=[N:36][N:37]([CH3:39])[CH:38]=1.FC(F)(F)C(O)=O, predict the reaction product. The product is: [Cl:1][C:2]1[CH:11]=[C:10]2[C:5]([CH2:6][CH2:7][CH2:8][N:9]2[C:12]2[C:16]3[CH2:17][NH:18][CH2:19][CH2:20][C:15]=3[N:14]([CH:28]3[CH2:33][CH2:32][O:31][CH2:30][CH2:29]3)[N:13]=2)=[CH:4][C:3]=1[C:34]1[CH:35]=[N:36][N:37]([CH3:39])[CH:38]=1. (9) Given the reactants [O:1]1[C:5]2[CH:6]=[CH:7][CH:8]=[CH:9][C:4]=2[O:3][CH2:2]1.[Cl-].[Cl-].[Cl-].[Al+3].[OH2:14].CCCCCC.[C:21]([O:24][CH2:25][CH3:26])(=[O:23])[CH3:22], predict the reaction product. The product is: [CH2:25]([O:24][C:21](=[O:23])[C:22]([C:8]1[CH:7]=[CH:6][C:5]2[O:1][CH2:2][O:3][C:4]=2[CH:9]=1)=[O:14])[CH3:26].